Dataset: Forward reaction prediction with 1.9M reactions from USPTO patents (1976-2016). Task: Predict the product of the given reaction. (1) Given the reactants [CH:1]([C:4]1[N:14]([C:15]2[CH:20]=[CH:19][C:18]([CH2:21][CH2:22][NH:23][C:24]([NH:26][S:27]([C:30]3[CH:35]=[CH:34][C:33]([CH3:36])=[CH:32][CH:31]=3)(=[O:29])=[O:28])=[O:25])=[CH:17][CH:16]=2)[C:7]2=[N:8][C:9]([CH3:13])=[CH:10][C:11]([CH3:12])=[C:6]2[N:5]=1)(C)[CH3:2].[C:37](Cl)(=O)[CH2:38]CCC, predict the reaction product. The product is: [CH2:1]([C:4]1[N:14]([C:15]2[CH:20]=[CH:19][C:18]([CH2:21][CH2:22][NH:23][C:24]([NH:26][S:27]([C:30]3[CH:31]=[CH:32][C:33]([CH3:36])=[CH:34][CH:35]=3)(=[O:29])=[O:28])=[O:25])=[CH:17][CH:16]=2)[C:7]2=[N:8][C:9]([CH3:13])=[CH:10][C:11]([CH3:12])=[C:6]2[N:5]=1)[CH2:2][CH2:37][CH3:38]. (2) Given the reactants [CH3:1][C:2]([C:6]1[CH:11]=[CH:10][C:9]([N+:12]([O-:14])=[O:13])=[CH:8][CH:7]=1)([CH3:5])[CH2:3][OH:4].[H-].[Na+].[CH3:17]I.O, predict the reaction product. The product is: [CH3:17][O:4][CH2:3][C:2]([C:6]1[CH:11]=[CH:10][C:9]([N+:12]([O-:14])=[O:13])=[CH:8][CH:7]=1)([CH3:1])[CH3:5].